This data is from Catalyst prediction with 721,799 reactions and 888 catalyst types from USPTO. The task is: Predict which catalyst facilitates the given reaction. (1) Reactant: B(Br)(Br)Br.[CH:5]1([N:11]2[CH2:15][CH2:14][CH:13]([CH2:16][C:17]3[CH:26]=[CH:25][C:24]4[C:19](=[CH:20][CH:21]=[C:22]([O:27]C)[CH:23]=4)[CH:18]=3)[C:12]2=[O:29])[CH2:10][CH2:9][CH2:8][CH2:7][CH2:6]1. Product: [CH:5]1([N:11]2[CH2:15][CH2:14][CH:13]([CH2:16][C:17]3[CH:26]=[CH:25][C:24]4[C:19](=[CH:20][CH:21]=[C:22]([OH:27])[CH:23]=4)[CH:18]=3)[C:12]2=[O:29])[CH2:6][CH2:7][CH2:8][CH2:9][CH2:10]1. The catalyst class is: 4. (2) Reactant: Cl[C:2]1[C:7]([N:8]2[CH2:13][CH2:12][CH:11]([O:14][CH3:15])[CH2:10][CH2:9]2)=[CH:6][CH:5]=[CH:4][N:3]=1.[S:16]1[C:20]2[CH:21]=[CH:22][CH:23]=[CH:24][C:19]=2[N:18]=[C:17]1[NH:25][C:26]1[CH:31]=[CH:30][C:29]([OH:32])=[CH:28][CH:27]=1.C1(P(C2C=CC=CC=2)C2C=CC3C(=CC=CC=3)C=2C2C3C(=CC=CC=3)C=CC=2P(C2C=CC=CC=2)C2C=CC=CC=2)C=CC=CC=1.CC([O-])(C)C.[Na+]. Product: [CH3:15][O:14][CH:11]1[CH2:12][CH2:13][N:8]([C:7]2[C:2]([O:32][C:29]3[CH:28]=[CH:27][C:26]([NH:25][C:17]4[S:16][C:20]5[CH:21]=[CH:22][CH:23]=[CH:24][C:19]=5[N:18]=4)=[CH:31][CH:30]=3)=[N:3][CH:4]=[CH:5][CH:6]=2)[CH2:9][CH2:10]1. The catalyst class is: 101. (3) Reactant: [CH:1]1([N:4]([CH2:18][C:19]2[O:20][CH:21]=[C:22]([C:24]([N:26]3[CH2:31][CH2:30][NH:29][CH2:28][CH2:27]3)=[O:25])[N:23]=2)[S:5]([C:8]2[C:13]([CH3:14])=[CH:12][C:11]([O:15][CH3:16])=[CH:10][C:9]=2[CH3:17])(=[O:7])=[O:6])[CH2:3][CH2:2]1.[CH3:32][C:33]1[C:37]([CH:38]=O)=[CH:36][NH:35][N:34]=1.CC(O)=O. Product: [CH:1]1([N:4]([CH2:18][C:19]2[O:20][CH:21]=[C:22]([C:24]([N:26]3[CH2:31][CH2:30][N:29]([CH2:38][C:37]4[C:33]([CH3:32])=[N:34][NH:35][CH:36]=4)[CH2:28][CH2:27]3)=[O:25])[N:23]=2)[S:5]([C:8]2[C:9]([CH3:17])=[CH:10][C:11]([O:15][CH3:16])=[CH:12][C:13]=2[CH3:14])(=[O:6])=[O:7])[CH2:2][CH2:3]1. The catalyst class is: 26. (4) Reactant: [Cl:1][C:2]1[CH:3]=[C:4]([CH:14]=[CH:15][C:16]=1[F:17])[CH:5]=[C:6]([N:11]=[N+]=[N-])[C:7]([O:9][CH3:10])=[O:8]. Product: [Cl:1][C:2]1[CH:3]=[C:4]2[C:14](=[CH:15][C:16]=1[F:17])[NH:11][C:6]([C:7]([O:9][CH3:10])=[O:8])=[CH:5]2. The catalyst class is: 113. (5) Reactant: [F:1][C:2]1[CH:11]=[CH:10][C:9]([CH:12]=O)=[C:8]2[C:3]=1[C:4](=[O:15])[CH:5]=[C:6]([CH3:14])[O:7]2.[C:16]([CH:18]=[C:19]([O-])[CH3:20])#[N:17].[Na+].[NH2:23]/[C:24](/[CH3:32])=[CH:25]\[C:26]([O:28][CH:29]([CH3:31])[CH3:30])=[O:27].C(O)(=O)C. Product: [C:16]([C:18]1[CH:12]([C:9]2[CH:10]=[CH:11][C:2]([F:1])=[C:3]3[C:8]=2[O:7][C:6]([CH3:14])=[CH:5][C:4]3=[O:15])[C:25]([C:26]([O:28][CH:29]([CH3:31])[CH3:30])=[O:27])=[C:24]([CH3:32])[NH:23][C:19]=1[CH3:20])#[N:17]. The catalyst class is: 41. (6) Reactant: [CH3:1][C:2]1[C:7]([CH3:8])=[CH:6][CH:5]=[CH:4][C:3]=1[OH:9].C(=O)([O-])[O-].[K+].[K+].Br[CH:17]([CH3:19])[CH3:18]. Product: [CH3:1][C:2]1[C:7]([CH3:8])=[CH:6][CH:5]=[CH:4][C:3]=1[O:9][CH:17]([CH3:19])[CH3:18]. The catalyst class is: 21.